This data is from Catalyst prediction with 721,799 reactions and 888 catalyst types from USPTO. The task is: Predict which catalyst facilitates the given reaction. (1) Reactant: [N:1]1([C:5]2[N:10]=[CH:9][C:8]([C:11]3[CH:16]=[CH:15][C:14]([S:17]([NH:20][C:21]4[C:30]([F:31])=[CH:29][C:24]([C:25]([O:27]C)=[O:26])=[C:23]([F:32])[CH:22]=4)(=[O:19])=[O:18])=[CH:13][CH:12]=3)=[CH:7][N:6]=2)[CH2:4][CH2:3][CH2:2]1.[OH-].[Li+].Cl. Product: [N:1]1([C:5]2[N:6]=[CH:7][C:8]([C:11]3[CH:12]=[CH:13][C:14]([S:17]([NH:20][C:21]4[C:30]([F:31])=[CH:29][C:24]([C:25]([OH:27])=[O:26])=[C:23]([F:32])[CH:22]=4)(=[O:19])=[O:18])=[CH:15][CH:16]=3)=[CH:9][N:10]=2)[CH2:2][CH2:3][CH2:4]1. The catalyst class is: 5. (2) Reactant: [CH2:1]([N:8]1[CH2:13][CH2:12][N:11](C(OC(C)(C)C)=O)[C@H:10]([CH2:21][C:22](O)=O)[CH2:9]1)[C:2]1[CH:7]=[CH:6][CH:5]=[CH:4][CH:3]=1.[C:25]1([NH2:32])[CH:30]=[CH:29][CH:28]=[CH:27][C:26]=1[NH2:31].CCN=C=NCCCN(C)C.Cl.C1C=CC2N(O)N=NC=2C=1.C(=O)([O-])O.[Na+]. The catalyst class is: 3. Product: [CH2:1]([N:8]1[CH2:13][CH2:12][NH:11][C@H:10]([CH2:21][C:22]2[NH:32][C:25]3[CH:30]=[CH:29][CH:28]=[CH:27][C:26]=3[N:31]=2)[CH2:9]1)[C:2]1[CH:3]=[CH:4][CH:5]=[CH:6][CH:7]=1. (3) Reactant: [CH3:1][O:2][C:3]1[CH:29]=[C:28]([O:30][CH3:31])[CH:27]=[CH:26][C:4]=1[CH2:5][N:6]1[C:10](=[O:11])[CH2:9][N:8]([C:12]2[CH:17]=[CH:16][C:15]([N+:18]([O-])=O)=[CH:14][C:13]=2[N+:21]([O-])=O)[S:7]1(=[O:25])=[O:24]. Product: [CH3:1][O:2][C:3]1[CH:29]=[C:28]([O:30][CH3:31])[CH:27]=[CH:26][C:4]=1[CH2:5][N:6]1[C:10](=[O:11])[CH2:9][N:8]([C:12]2[CH:17]=[CH:16][C:15]([NH2:18])=[CH:14][C:13]=2[NH2:21])[S:7]1(=[O:25])=[O:24]. The catalyst class is: 515. (4) Reactant: [C:1]([O:5][C:6]([N:8]1[CH2:13][CH2:12][N:11]([C:14]2[CH:15]=[C:16]3[C:20](=[CH:21][CH:22]=2)[N:19]([Si](C(C)(C)C)(C)C)[CH:18]=[CH:17]3)[CH:10]([CH2:30][C:31]2[CH:36]=[CH:35][CH:34]=[CH:33][CH:32]=2)[CH2:9]1)=[O:7])([CH3:4])([CH3:3])[CH3:2].CCCC[N+](CCCC)(CCCC)CCCC.[F-]. Product: [C:1]([O:5][C:6]([N:8]1[CH2:13][CH2:12][N:11]([C:14]2[CH:15]=[C:16]3[C:20](=[CH:21][CH:22]=2)[NH:19][CH:18]=[CH:17]3)[CH:10]([CH2:30][C:31]2[CH:32]=[CH:33][CH:34]=[CH:35][CH:36]=2)[CH2:9]1)=[O:7])([CH3:4])([CH3:2])[CH3:3]. The catalyst class is: 1. (5) Product: [O:19]1[CH2:18][CH2:17][N:16]([CH2:22][CH2:23][CH2:24][N:25]([C:26]2[S:27][CH:2]=[C:3]([C:5]3[O:9][N:8]=[C:7]([C:10]4[CH:15]=[CH:14][CH:13]=[CH:12][CH:11]=4)[CH:6]=3)[N:28]=2)[C:43]([C:39]2[S:38][CH:42]=[CH:41][CH:40]=2)=[O:44])[CH2:21][CH2:20]1. The catalyst class is: 12. Reactant: Br[CH2:2][C:3]([C:5]1[O:9][N:8]=[C:7]([C:10]2[CH:15]=[CH:14][CH:13]=[CH:12][CH:11]=2)[CH:6]=1)=O.[N:16]1([CH2:22][CH2:23][CH2:24][NH:25][C:26]([NH2:28])=[S:27])[CH2:21][CH2:20][O:19][CH2:18][CH2:17]1.C(N(CC)C(C)C)(C)C.[S:38]1[CH:42]=[CH:41][CH:40]=[C:39]1[C:43](Cl)=[O:44].